From a dataset of Catalyst prediction with 721,799 reactions and 888 catalyst types from USPTO. Predict which catalyst facilitates the given reaction. (1) Reactant: [Cl:1][C:2]1[CH:10]=[C:9]2[C:5]([C:6]([C:11]([O:13]C)=[O:12])=[CH:7][NH:8]2)=[CH:4][C:3]=1[C:15]1[CH:20]=[CH:19][C:18]([O:21][CH3:22])=[CH:17][C:16]=1[F:23].[OH-].[Na+].Cl.C(Cl)Cl. Product: [Cl:1][C:2]1[CH:10]=[C:9]2[C:5]([C:6]([C:11]([OH:13])=[O:12])=[CH:7][NH:8]2)=[CH:4][C:3]=1[C:15]1[CH:20]=[CH:19][C:18]([O:21][CH3:22])=[CH:17][C:16]=1[F:23]. The catalyst class is: 125. (2) Reactant: C(N(CC)C(C)C)(C)C.[CH3:10][C:11]1[CH:20]=[CH:19][C:18]2[C:13](=[CH:14][CH:15]=[CH:16][C:17]=2[N:21]2[CH2:26][CH2:25][N:24]([CH2:27][CH2:28][C:29]3[CH:30]=[C:31]([CH:33]=[CH:34][CH:35]=3)[NH2:32])[CH2:23][CH2:22]2)[N:12]=1.CS([O:40][CH2:41][CH2:42][C:43]1C=CC=C(N2CCCC2=O)[CH:44]=1)(=O)=O. Product: [CH3:10][C:11]1[CH:20]=[CH:19][C:18]2[C:13](=[CH:14][CH:15]=[CH:16][C:17]=2[N:21]2[CH2:22][CH2:23][N:24]([CH2:27][CH2:28][C:29]3[CH:30]=[C:31]([N:32]4[CH2:44][CH2:43][CH2:42][C:41]4=[O:40])[CH:33]=[CH:34][CH:35]=3)[CH2:25][CH2:26]2)[N:12]=1. The catalyst class is: 42. (3) Reactant: [Br:1][C:2]1[CH:3]=[CH:4][C:5]([OH:8])=[N:6][CH:7]=1.[H-].[Na+].I[CH3:12].O. Product: [Br:1][C:2]1[CH:3]=[CH:4][C:5](=[O:8])[N:6]([CH3:12])[CH:7]=1. The catalyst class is: 1. (4) Reactant: Cl[S:2]([C:5]1[CH:6]=[C:7]2[C:12](=[CH:13][CH:14]=1)[CH:11]=[N:10][CH:9]=[CH:8]2)(=[O:4])=[O:3].Cl.Cl.N[C@@H]1CCN(S(C2C=C3C(=CC=2)C=NC=C3)(=O)=O)C1.[C:36]([O:40][C:41]([NH:43][C@H:44]1[CH2:48][CH2:47][NH:46][CH2:45]1)=[O:42])([CH3:39])([CH3:38])[CH3:37].C(N(CC)CC)C. Product: [C:36]([O:40][C:41]([NH:43][C@H:44]1[CH2:48][CH2:47][N:46]([S:2]([C:5]2[CH:6]=[C:7]3[C:12](=[CH:13][CH:14]=2)[CH:11]=[N:10][CH:9]=[CH:8]3)(=[O:4])=[O:3])[CH2:45]1)=[O:42])([CH3:39])([CH3:37])[CH3:38]. The catalyst class is: 4. (5) Reactant: C([O:8][C:9]1[CH:19]=[CH:18][C:12]2[C:13]([CH3:17])([CH3:16])[CH2:14][O:15][C:11]=2[CH:10]=1)C1C=CC=CC=1.[H][H]. Product: [CH3:16][C:13]1([CH3:17])[C:12]2[CH:18]=[CH:19][C:9]([OH:8])=[CH:10][C:11]=2[O:15][CH2:14]1. The catalyst class is: 19.